This data is from Forward reaction prediction with 1.9M reactions from USPTO patents (1976-2016). The task is: Predict the product of the given reaction. (1) Given the reactants [CH:1]([O:4][C:5]1[CH:10]=[CH:9][C:8]([N+:11]([O-:13])=[O:12])=[CH:7][C:6]=1[CH2:14]O)([CH3:3])[CH3:2].C1C=CC(P([N:30]=[N+:31]=[N-:32])(C2C=CC=CC=2)=O)=CC=1.C1CCN2C(=NCCC2)CC1, predict the reaction product. The product is: [N:30]([CH2:14][C:6]1[CH:7]=[C:8]([N+:11]([O-:13])=[O:12])[CH:9]=[CH:10][C:5]=1[O:4][CH:1]([CH3:3])[CH3:2])=[N+:31]=[N-:32]. (2) Given the reactants [CH3:1][O:2][C:3](=[O:24])[CH:4]([NH:13][C:14](=[O:23])[C:15]1[CH:20]=[C:19]([Cl:21])[CH:18]=[CH:17][C:16]=1[NH2:22])[CH2:5][C:6]1[CH:11]=[CH:10][C:9](Br)=[CH:8][CH:7]=1.[F:25][C:26]([F:37])([F:36])[C:27]1[CH:32]=[CH:31][C:30](B(O)O)=[CH:29][CH:28]=1.C([O-])([O-])=O.[Na+].[Na+], predict the reaction product. The product is: [CH3:1][O:2][C:3](=[O:24])[CH:4]([NH:13][C:14](=[O:23])[C:15]1[CH:20]=[C:19]([Cl:21])[CH:18]=[CH:17][C:16]=1[NH2:22])[CH2:5][C:6]1[CH:11]=[CH:10][C:9]([C:30]2[CH:31]=[CH:32][C:27]([C:26]([F:37])([F:36])[F:25])=[CH:28][CH:29]=2)=[CH:8][CH:7]=1. (3) Given the reactants ClC1C=C(C=CC=1Cl)OC1CCN(S(C2C(C)=NN(C)C=2C)(=O)=O)CC1.[Cl:27][C:28]1[N:32]([CH3:33])[N:31]=[C:30]([CH3:34])[C:29]=1[S:35](Cl)(=[O:37])=[O:36].Cl.[Cl:40][C:41]1[CH:53]=[C:52]([Cl:54])[CH:51]=[CH:50][C:42]=1[O:43][CH:44]1[CH2:49][CH2:48][NH:47][CH2:46][CH2:45]1, predict the reaction product. The product is: [Cl:27][C:28]1[N:32]([CH3:33])[N:31]=[C:30]([CH3:34])[C:29]=1[S:35]([N:47]1[CH2:46][CH2:45][CH:44]([O:43][C:42]2[CH:50]=[CH:51][C:52]([Cl:54])=[CH:53][C:41]=2[Cl:40])[CH2:49][CH2:48]1)(=[O:37])=[O:36]. (4) Given the reactants [F:1][C:2]1[CH:3]=[C:4]([C:10]2[S:11][C:12]3[CH2:13][NH:14][CH2:15][CH2:16][C:17]=3[N:18]=2)[CH:5]=[CH:6][C:7]=1[O:8][CH3:9].[C:19](OC(=O)C)(=[O:21])[CH3:20], predict the reaction product. The product is: [F:1][C:2]1[CH:3]=[C:4]([C:10]2[S:11][C:12]3[CH2:13][N:14]([C:19](=[O:21])[CH3:20])[CH2:15][CH2:16][C:17]=3[N:18]=2)[CH:5]=[CH:6][C:7]=1[O:8][CH3:9]. (5) Given the reactants [CH3:1][S:2]([C:5]1[CH:6]=[C:7]([CH:10]=[CH:11][N:12]=1)[C:8]#[N:9])(=[O:4])=[O:3].[BH4-].[Na+].C(O)(C(F)(F)F)=O.[H][H].[C:24](O[C:24]([O:26][C:27]([CH3:30])([CH3:29])[CH3:28])=[O:25])([O:26][C:27]([CH3:30])([CH3:29])[CH3:28])=[O:25], predict the reaction product. The product is: [CH3:1][S:2]([C:5]1[CH:6]=[C:7]([CH2:8][NH:9][C:24](=[O:25])[O:26][C:27]([CH3:30])([CH3:29])[CH3:28])[CH:10]=[CH:11][N:12]=1)(=[O:4])=[O:3]. (6) Given the reactants [Li+].CC([N-]C(C)C)C.[C:9]1([CH:15]2[CH2:20][CH2:19][CH:18]([C:21](=[O:23])[CH3:22])[CH2:17][CH2:16]2)[CH:14]=[CH:13][CH:12]=[CH:11][CH:10]=1.BrCCCl.C1C[O:31][CH2:30][CH2:29]1, predict the reaction product. The product is: [C:21]([CH:18]1[CH2:19][CH2:20][CH:15]([C:9]2[CH:14]=[CH:13][C:12]([C:30](=[O:31])[CH3:29])=[CH:11][CH:10]=2)[CH2:16][CH2:17]1)(=[O:23])[CH3:22]. (7) Given the reactants [NH2:1][C:2]1[CH:9]=[CH:8][C:5]([CH2:6][OH:7])=[CH:4][CH:3]=1.[OH-].[Na+].[C:12](O[C:12]([O:14][C:15]([CH3:18])([CH3:17])[CH3:16])=[O:13])([O:14][C:15]([CH3:18])([CH3:17])[CH3:16])=[O:13], predict the reaction product. The product is: [C:15]([O:14][C:12](=[O:13])[NH:1][C:2]1[CH:9]=[CH:8][C:5]([CH2:6][OH:7])=[CH:4][CH:3]=1)([CH3:18])([CH3:17])[CH3:16]. (8) Given the reactants N#N.[N+:3]([C:6]1[CH:10]=[CH:9][N:8]([CH2:11][C:12]2[O:16][C:15]([CH:17]=[O:18])=[CH:14][CH:13]=2)[N:7]=1)([O-:5])=[O:4].[CH3:19][Mg]Br, predict the reaction product. The product is: [N+:3]([C:6]1[CH:10]=[CH:9][N:8]([CH2:11][C:12]2[O:16][C:15]([CH:17]([OH:18])[CH3:19])=[CH:14][CH:13]=2)[N:7]=1)([O-:5])=[O:4].[N+:3]([C:6]1[CH:10]=[CH:9][N:8]([CH2:11][C:12]2[O:16][C:15]([CH:17]=[O:18])=[CH:14][CH:13]=2)[N:7]=1)([O-:5])=[O:4]. (9) Given the reactants [NH:1]1[C:5]2[CH:6]=[CH:7][CH:8]=[CH:9][C:4]=2[N:3]=[C:2]1[C:10]1[CH:11]=[C:12]([CH:14]=[CH:15][C:16]=1[CH3:17])[NH2:13].[CH3:18][C:19]1[CH:20]=[C:21]([C:28]2[CH:33]=[CH:32][C:31]([C:34]([F:37])([F:36])[F:35])=[CH:30][CH:29]=2)[CH:22]=[CH:23][C:24]=1[C:25](O)=[O:26], predict the reaction product. The product is: [NH:1]1[C:5]2[CH:6]=[CH:7][CH:8]=[CH:9][C:4]=2[N:3]=[C:2]1[C:10]1[CH:11]=[C:12]([NH:13][C:25]([C:24]2[CH:23]=[CH:22][C:21]([C:28]3[CH:33]=[CH:32][C:31]([C:34]([F:35])([F:36])[F:37])=[CH:30][CH:29]=3)=[CH:20][C:19]=2[CH3:18])=[O:26])[CH:14]=[CH:15][C:16]=1[CH3:17].